From a dataset of NCI-60 drug combinations with 297,098 pairs across 59 cell lines. Regression. Given two drug SMILES strings and cell line genomic features, predict the synergy score measuring deviation from expected non-interaction effect. (1) Drug 1: CC1=C(C=C(C=C1)C(=O)NC2=CC(=CC(=C2)C(F)(F)F)N3C=C(N=C3)C)NC4=NC=CC(=N4)C5=CN=CC=C5. Drug 2: CC1C(C(CC(O1)OC2CC(CC3=C2C(=C4C(=C3O)C(=O)C5=C(C4=O)C(=CC=C5)OC)O)(C(=O)CO)O)N)O.Cl. Cell line: TK-10. Synergy scores: CSS=20.5, Synergy_ZIP=0.995, Synergy_Bliss=1.75, Synergy_Loewe=-10.8, Synergy_HSA=-0.258. (2) Drug 1: CC1=CC=C(C=C1)C2=CC(=NN2C3=CC=C(C=C3)S(=O)(=O)N)C(F)(F)F. Drug 2: CC(C)NC(=O)C1=CC=C(C=C1)CNNC.Cl. Cell line: CAKI-1. Synergy scores: CSS=-0.454, Synergy_ZIP=4.18, Synergy_Bliss=4.85, Synergy_Loewe=-5.00, Synergy_HSA=-3.56.